From a dataset of Reaction yield outcomes from USPTO patents with 853,638 reactions. Predict the reaction yield, written as a fraction of the theoretical maximum amount of product (1.0 means a 100% yield; for example, 0.34 means a 34% yield). (1) The reactants are [CH:1]([C:3]1[N:4]([C:8]2[CH:15]=[C:14]([N+:16]([O-:18])=[O:17])[CH:13]=[CH:12][C:9]=2[C:10]#[N:11])[CH:5]=[CH:6][N:7]=1)=[O:2].[CH2:19](O)[CH2:20][OH:21].O.C1(C)C=CC(S(O)(=O)=O)=CC=1.C1C=CC=CC=1.[OH-].[Na+]. No catalyst specified. The product is [O:2]1[CH2:19][CH2:20][O:21][CH:1]1[CH:3]1[NH:7][CH2:6][CH2:5][N:4]1[C:8]1[CH:15]=[C:14]([N+:16]([O-:18])=[O:17])[CH:13]=[CH:12][C:9]=1[C:10]#[N:11]. The yield is 0.660. (2) The reactants are [Cl:1][C:2]1[CH:3]=[CH:4][C:5]2[NH:11][C:10](=[O:12])[CH2:9][C:8](=[CH:13]N(C)C)[C:7](=O)[C:6]=2[CH:18]=1.Cl.[CH3:20][O:21][C:22]1[CH:27]=[CH:26][C:25]([CH2:28][C:29]([NH2:31])=[NH:30])=[CH:24][CH:23]=1. No catalyst specified. The product is [Cl:1][C:2]1[CH:3]=[CH:4][C:5]2[NH:11][C:10](=[O:12])[CH2:9][C:8]3[CH:13]=[N:30][C:29]([CH2:28][C:25]4[CH:24]=[CH:23][C:22]([O:21][CH3:20])=[CH:27][CH:26]=4)=[N:31][C:7]=3[C:6]=2[CH:18]=1. The yield is 0.870. (3) The reactants are CC([C:4]1[CH:9]=[CH:8][C:7]([Br:10])=[CH:6][CH:5]=1)=O.S([CH2:21][N+:22]#[C-])(C1C=CC(C)=CC=1)(=O)=O.CC(C)([O-])C.[K+].[ClH:30].[CH2:31]([CH2:34]OC)OC. The catalyst is C(O)(C)(C)C.CO. The product is [ClH:30].[Br:10][C:7]1[CH:8]=[CH:9][C:4]([CH:31]([CH3:34])[CH2:21][NH2:22])=[CH:5][CH:6]=1. The yield is 0.400. (4) The reactants are [CH2:1]([N:8]1[C:12]([NH2:13])=[CH:11][CH:10]=[N:9]1)[C:2]1[CH:7]=[CH:6][CH:5]=[CH:4][CH:3]=1.[O:14]1[CH2:19][CH2:18][C:17](=O)[CH2:16][CH2:15]1.C(O[BH-](OC(=O)C)OC(=O)C)(=O)C.[Na+]. The catalyst is C(O)(=O)C. The product is [CH2:1]([N:8]1[C:12]([NH:13][CH:17]2[CH2:18][CH2:19][O:14][CH2:15][CH2:16]2)=[CH:11][CH:10]=[N:9]1)[C:2]1[CH:3]=[CH:4][CH:5]=[CH:6][CH:7]=1. The yield is 0.970. (5) The reactants are [F:1][C:2]1[CH:7]=[CH:6][CH:5]=[CH:4][C:3]=1[N+:8]([O-:10])=[O:9].[Cl:11][S:12](O)(=[O:14])=[O:13]. No catalyst specified. The product is [F:1][C:2]1[CH:7]=[CH:6][C:5]([S:12]([Cl:11])(=[O:14])=[O:13])=[CH:4][C:3]=1[N+:8]([O-:10])=[O:9]. The yield is 0.650.